The task is: Regression/Classification. Given an antibody's heavy chain and light chain sequences, predict its developability. TAP uses regression for 5 developability metrics; SAbDab uses binary classification.. This data is from Antibody developability classification from SAbDab with 2,409 antibodies. (1) The antibody is ['EVQLVQSGAEVKKPGESLKISCKGSGYSFTNYWISWVRQMPGKGLEWMGRIDPSDSYTNYSPSFQGHVTISADKSISTAYLQWSSLKASDTAMYYCARQLYQGYMDTFDSWGQGTLVTVSS', 'DIQMTQSPSSLSASVGDRVTITCRASQSIGLYLAWYQQKPGKAPKLLIYAASSLQSGVPSRFSGSGSGTDFTLTISSLQPEDFATYYCQQGNTLSYTFGQGTKVEIK']. Result: 0 (not developable). (2) The antibody is ['EVQLVQSGGGVVQPGKSLRLSCAASGFAFSSYAMHWVRQAPGKGLEWVAVISYDGSNKYYADSVKGRFTISRDNSKNTLYLQMNSLRAEDTAVYYCARDRSYYLDYWGQGTLVTVSS', 'ETTLTQSPATLSLSPGERATLSCRASQSVRSNLAWYQQKPGQAPRPLIYDASTRATGIPDRFSGSGSGTDFTLTISRLEPEDFAVYYCQQRSNWPPTFGQGTKVEVK']. Result: 0 (not developable). (3) The antibody is ['QVQLQESGPGLVKPSETLSLTCTVSGGSIDTYYWSWIRQTPGKGLEWIGCFYYSVDNHFNPSLESRVTISVDTSKNQFSLKMTSMTASDTAVYYCARNQPGGRAFDYWGPGTLVTVSS', 'EIVLTQSPATLSLSPGQRATLSCRASQSVSNYFAWYQQKPGQAPRLLIYDTSKRATGTPARFSGSGSGTDFTLTISSLEPEDFAVYYCQERNNWPLTWTFGLGTKVEIK']. Result: 0 (not developable). (4) The antibody is ['2r2e', 'DIVMSQSPSSLAVSAGEKVTMSCKSSQSLLNSRTRKNYLAWYQQKPGQSPKLLIYWASTRESGVPDRFTGSGSGTDFTLTITSVQAEDLAVYYCKQSYNLRTFGGGTKLEIK']. Result: 1 (developable). (5) The antibody is ['EVRLVESGGGLVKPGGSLRLSCSASGFDFDNAWMTWVRQPPGKGLEWVGRITGPGEGWSVDYAESVKGRFTISRDNTKNTLYLEMNNVRTEDTGYYFCARTGKYYDFWSGYPPGEEYFQDWGQGTLVIVSS', 'SELTQDPAVSVALKQTVTITCRGDSLRSHYASWYQKKPGQAPVLLFYGKNNRPSGIPDRFSGSASGNRASLTITGAQAEDEADYYCSSRDKSGSRLSVFGGGTKLTVL']. Result: 0 (not developable). (6) The antibody is ['EVNLVESGGGLVQPGGSLRLSCATSGFTFIDNYMSWVRQPPGKALEWLGFIRNKVNGYTTEYGPSVKGRFTISRDDSQSILYLQMNTLRTEDSATYYCVRDNGSDYRWYFDVWGAGTTVTVSS', 'DIVMSQSPSSLAVSAGERVTMTCKSSQSLFNSKTRRNYLAWYQQKPGQSPKLLIYWASTRESGVPDRFTGSGSGTEFTLTISSVQAEDLAVYYCKQSYNLRTFGGGTKLEIK']. Result: 1 (developable).